Dataset: Full USPTO retrosynthesis dataset with 1.9M reactions from patents (1976-2016). Task: Predict the reactants needed to synthesize the given product. (1) Given the product [CH2:1]([NH:3][C:4]([C:6]1[C:14]2[S:13][C:12]([NH:15][C:16](=[O:20])[NH:17][CH2:18][CH3:19])=[N:11][C:10]=2[CH:9]=[C:8]([C:67]2[CH:66]=[N:65][C:64]([N:61]3[CH2:62][CH2:63][C:58]([CH3:71])([C:56]([O:55][CH2:53][CH3:54])=[O:57])[CH2:59][CH2:60]3)=[N:69][CH:68]=2)[CH:7]=1)=[O:5])[CH3:2], predict the reactants needed to synthesize it. The reactants are: [CH2:1]([NH:3][C:4]([C:6]1[C:14]2[S:13][C:12]([NH:15][C:16](=[O:20])[NH:17][CH2:18][CH3:19])=[N:11][C:10]=2[CH:9]=[C:8](OS(C(F)(F)F)(=O)=O)[CH:7]=1)=[O:5])[CH3:2].B1(B2OCC(C)(C)CO2)OCC(C)(C)CO1.C([O-])(=O)C.[K+].B([O-])[O-].[CH2:53]([O:55][C:56]([C:58]1([CH2:71]C)[CH2:63][CH2:62][N:61]([C:64]2[N:69]=[CH:68][C:67](Br)=[CH:66][N:65]=2)[CH2:60][CH2:59]1)=[O:57])[CH3:54].C(=O)([O-])[O-].[Cs+].[Cs+]. (2) Given the product [OH:31][C:29]1[CH:28]=[CH:27][C:26]2[C:22]([CH:19]3[CH2:18][CH2:17][N:16]([CH2:2][CH2:3][C:4]4[C:9](=[O:10])[N:8]5[CH2:11][CH2:12][CH2:13][CH2:14][C:7]5=[N:6][C:5]=4[CH3:15])[CH2:21][CH2:20]3)=[N:23][O:24][C:25]=2[CH:30]=1, predict the reactants needed to synthesize it. The reactants are: Cl[CH2:2][CH2:3][C:4]1[C:9](=[O:10])[N:8]2[CH2:11][CH2:12][CH2:13][CH2:14][C:7]2=[N:6][C:5]=1[CH3:15].[NH:16]1[CH2:21][CH2:20][CH:19]([C:22]2[C:26]3[CH:27]=[CH:28][C:29]([OH:31])=[CH:30][C:25]=3[O:24][N:23]=2)[CH2:18][CH2:17]1.C(=O)([O-])[O-].[Na+].[Na+].[I-].[K+]. (3) Given the product [Br:1][C:2]1[CH:7]=[CH:6][C:5](/[C:8](=[N:22]\[O:23][CH2:24][CH3:25])/[CH:9]2[CH2:10][CH2:11][N:12]([C:15]3([CH3:21])[CH2:20][CH2:19][N:18]([S:43]([C:41]4[CH:40]=[CH:39][CH:38]=[C:37]5[C:42]=4[N:33]=[CH:34][CH:35]=[CH:36]5)(=[O:44])=[O:45])[CH2:17][CH2:16]3)[CH2:13][CH2:14]2)=[CH:4][CH:3]=1, predict the reactants needed to synthesize it. The reactants are: [Br:1][C:2]1[CH:7]=[CH:6][C:5](/[C:8](=[N:22]\[O:23][CH2:24][CH3:25])/[CH:9]2[CH2:14][CH2:13][N:12]([C:15]3([CH3:21])[CH2:20][CH2:19][NH:18][CH2:17][CH2:16]3)[CH2:11][CH2:10]2)=[CH:4][CH:3]=1.CCN(CC)CC.[N:33]1[C:42]2[C:37](=[CH:38][CH:39]=[CH:40][C:41]=2[S:43](Cl)(=[O:45])=[O:44])[CH:36]=[CH:35][CH:34]=1. (4) Given the product [F:29][C:2]([F:1])([F:28])[C@@:3]([C:6]1[CH:11]=[CH:10][C:9]([N:12]2[CH2:17][CH2:16][N:15]([S:18]([C:21]3[S:22][CH:23]=[CH:24][CH:25]=3)(=[O:19])=[O:20])[CH2:14][C@@H:13]2[CH2:26][OH:27])=[CH:8][CH:7]=1)([OH:5])[CH3:4], predict the reactants needed to synthesize it. The reactants are: [F:1][C:2]([F:29])([F:28])[C@@:3]([C:6]1[CH:11]=[CH:10][C:9]([N:12]2[CH2:17][CH2:16][N:15]([S:18]([C:21]3[S:22][CH:23]=[CH:24][CH:25]=3)(=[O:20])=[O:19])[CH2:14][C@H:13]2[CH2:26][OH:27])=[CH:8][CH:7]=1)([OH:5])[CH3:4].FC(F)(F)[C@](C1C=CC(N2CCN(S(C3SC=CC=3)(=O)=O)C[C@@H]2CO)=CC=1)(O)C.FC(F)(F)[C@](C1C=CC(N2CCN(S(C3SC=CC=3)(=O)=O)C[C@H]2CO)=CC=1)(O)C.C(=O)=O. (5) Given the product [F:22][C:16]1[CH:17]=[CH:18][C:19]([F:21])=[CH:20][C:15]=1[O:14][C:12]1[CH2:13][N:9]([C@@H:4]([CH2:5][CH:6]([CH3:8])[CH3:7])[C:3]([OH:24])=[O:2])[C:10](=[O:23])[CH:11]=1, predict the reactants needed to synthesize it. The reactants are: C[O:2][C:3](=[O:24])[C@@H:4]([N:9]1[CH2:13][C:12]([O:14][C:15]2[CH:20]=[C:19]([F:21])[CH:18]=[CH:17][C:16]=2[F:22])=[CH:11][C:10]1=[O:23])[CH2:5][CH:6]([CH3:8])[CH3:7].O.[OH-].[Li+].Cl. (6) The reactants are: [CH3:1][O:2][C:3]([C:5]1[S:6][CH:7]=[CH:8][C:9]=1[N:10]([C:17]([C@H:19]1[CH2:24][CH2:23][C@H:22]([CH3:25])[CH2:21][CH2:20]1)=[O:18])[CH:11]1[CH2:16][CH2:15][NH:14][CH2:13][CH2:12]1)=[O:4].[CH2:26]=O. Given the product [CH3:1][O:2][C:3]([C:5]1[S:6][CH:7]=[CH:8][C:9]=1[N:10]([C:17]([C@H:19]1[CH2:20][CH2:21][C@H:22]([CH3:25])[CH2:23][CH2:24]1)=[O:18])[CH:11]1[CH2:12][CH2:13][N:14]([CH3:26])[CH2:15][CH2:16]1)=[O:4], predict the reactants needed to synthesize it. (7) Given the product [CH3:3][O:4][C:5]1[CH:6]=[C:7](/[CH:17]=[CH:18]/[C:19]2[N:39]=[C:22]3[CH:23]([C:27]4[CH:28]=[CH:29][C:30]([CH:33]([OH:38])[CH2:34][CH2:35][CH2:36][CH3:37])=[CH:31][CH:32]=4)[CH2:24][CH2:25][CH2:26][N:21]3[N:20]=2)[CH:8]=[CH:9][C:10]=1[N:11]1[CH:15]=[C:14]([CH3:16])[N:13]=[CH:12]1, predict the reactants needed to synthesize it. The reactants are: [BH4-].[Na+].[CH3:3][O:4][C:5]1[CH:6]=[C:7](/[CH:17]=[CH:18]/[C:19]2[N:39]=[C:22]3[CH:23]([C:27]4[CH:32]=[CH:31][C:30]([C:33](=[O:38])[CH2:34][CH2:35][CH2:36][CH3:37])=[CH:29][CH:28]=4)[CH2:24][CH2:25][CH2:26][N:21]3[N:20]=2)[CH:8]=[CH:9][C:10]=1[N:11]1[CH:15]=[C:14]([CH3:16])[N:13]=[CH:12]1.C(OCC)(=O)C.